Dataset: Reaction yield outcomes from USPTO patents with 853,638 reactions. Task: Predict the reaction yield, written as a fraction of the theoretical maximum amount of product (1.0 means a 100% yield; for example, 0.34 means a 34% yield). (1) The product is [OH:31][C:30]1[C:21]([CH:2]2[C:10]3[C:5](=[CH:6][CH:7]=[CH:8][CH:9]=3)[N:4]([CH2:11][C:12]3[CH:13]=[CH:14][C:15]([O:18][CH3:19])=[CH:16][CH:17]=3)[C:3]2=[O:20])=[CH:22][C:23]2[O:27][N:26]=[C:25]([CH3:28])[C:24]=2[CH:29]=1. No catalyst specified. The reactants are O[C:2]1([C:21]2[C:30]([OH:31])=[CH:29][C:24]3[C:25]([CH3:28])=[N:26][O:27][C:23]=3[CH:22]=2)[C:10]2[C:5](=[CH:6][CH:7]=[CH:8][CH:9]=2)[N:4]([CH2:11][C:12]2[CH:17]=[CH:16][C:15]([O:18][CH3:19])=[CH:14][CH:13]=2)[C:3]1=[O:20].C([SiH](CC)CC)C.FC(F)(F)C(O)=O. The yield is 0.920. (2) The reactants are C(N(C(C)C)CC)(C)C.[N+:10]([C:13]1[CH:18]=[CH:17][C:16]([S:19]([N:22]2[CH2:27][CH2:26][CH:25]([NH2:28])[CH2:24][CH2:23]2)(=[O:21])=[O:20])=[CH:15][CH:14]=1)([O-:12])=[O:11].[C:29](Cl)(=[O:32])[CH:30]=[CH2:31]. The catalyst is C(Cl)Cl. The product is [N+:10]([C:13]1[CH:14]=[CH:15][C:16]([S:19]([N:22]2[CH2:23][CH2:24][CH:25]([NH:28][C:29](=[O:32])[CH:30]=[CH2:31])[CH2:26][CH2:27]2)(=[O:20])=[O:21])=[CH:17][CH:18]=1)([O-:12])=[O:11]. The yield is 0.980. (3) The product is [CH3:7][N:5]1[CH:6]=[C:2]([C:23]2[CH:24]=[CH:25][CH:26]=[CH:27][C:22]=2[C:21]([F:32])([F:31])[F:20])[C:3]([NH:8][C:9]([C:11]2[CH:12]=[N:13][N:14]3[CH:19]=[CH:18][CH:17]=[N:16][C:15]=23)=[O:10])=[N:4]1. The catalyst is Cl[Pd](Cl)([P](C1C=CC=CC=1)(C1C=CC=CC=1)C1C=CC=CC=1)[P](C1C=CC=CC=1)(C1C=CC=CC=1)C1C=CC=CC=1.C(#N)C. The yield is 0.0400. The reactants are Br[C:2]1[C:3]([NH:8][C:9]([C:11]2[CH:12]=[N:13][N:14]3[CH:19]=[CH:18][CH:17]=[N:16][C:15]=23)=[O:10])=[N:4][N:5]([CH3:7])[CH:6]=1.[F:20][C:21]([F:32])([F:31])[C:22]1[CH:27]=[CH:26][CH:25]=[CH:24][C:23]=1B(O)O.C(=O)([O-])[O-].[Na+].[Na+]. (4) The product is [F:20][C:21]1[CH:22]=[CH:23][C:24]([C:25]([CH:27]2[CH2:32][CH2:31][N:30]([CH2:2][CH2:3][CH2:4][N:5]3[CH2:11][CH2:10][C:9](=[O:12])[C:8]4[N:13]([CH3:16])[CH:14]=[CH:15][C:7]=4[S:6]3(=[O:18])=[O:17])[CH2:29][CH2:28]2)=[O:26])=[CH:33][CH:34]=1. The reactants are Cl[CH2:2][CH2:3][CH2:4][N:5]1[CH2:11][CH2:10][C:9](=[O:12])[C:8]2[N:13]([CH3:16])[CH:14]=[CH:15][C:7]=2[S:6]1(=[O:18])=[O:17].Cl.[F:20][C:21]1[CH:34]=[CH:33][C:24]([C:25]([CH:27]2[CH2:32][CH2:31][NH:30][CH2:29][CH2:28]2)=[O:26])=[CH:23][CH:22]=1.C(=O)([O-])O.[Na+].[I-].[Na+]. The catalyst is C(#N)C. The yield is 0.740. (5) The reactants are C([O:3][C:4]([C:6]1[C:7]([S:17][CH3:18])=[N:8][C:9]2[C:14]([C:15]=1[OH:16])=[CH:13][CH:12]=[CH:11][CH:10]=2)=[O:5])C.Cl. The catalyst is [OH-].[Na+]. The product is [CH3:18][S:17][C:7]1[NH:8][C:9]2[C:14]([C:15](=[O:16])[C:6]=1[C:4]([OH:5])=[O:3])=[CH:13][CH:12]=[CH:11][CH:10]=2. The yield is 0.850. (6) The reactants are [NH2:1][C:2]1[CH:7]=[C:6]([O:8][C:9]2[CH:14]=[CH:13][C:12]([NH:15][C:16]([NH:18][C:19](=[O:27])[CH2:20][C:21]3[CH:26]=[CH:25][CH:24]=[CH:23][CH:22]=3)=[S:17])=[CH:11][C:10]=2[F:28])[CH:5]=[CH:4][N:3]=1.CN1CC[O:33][CH2:32]C1.ClC(OC1C=CC=CC=1)=O.O.Cl.[O:48]=[C:49]1[CH2:54][CH2:53][NH:52][CH2:51][CH2:50]1. The catalyst is O1CCCC1.CN(C)C=O. The product is [F:28][C:10]1[CH:11]=[C:12]([NH:15][C:16]([NH:18][C:19](=[O:27])[CH2:20][C:21]2[CH:22]=[CH:23][CH:24]=[CH:25][CH:26]=2)=[S:17])[CH:13]=[CH:14][C:9]=1[O:8][C:6]1[CH:5]=[CH:4][N:3]=[C:2]([NH:1][C:32]([N:52]2[CH2:53][CH2:54][C:49](=[O:48])[CH2:50][CH2:51]2)=[O:33])[CH:7]=1. The yield is 0.630.